From a dataset of Reaction yield outcomes from USPTO patents with 853,638 reactions. Predict the reaction yield, written as a fraction of the theoretical maximum amount of product (1.0 means a 100% yield; for example, 0.34 means a 34% yield). The reactants are C(N(C(C)C)C(C)C)C.[Br:10][C:11]1[CH:16]=[CH:15][C:14]([C@@H:17]([C@@H:21]2[CH2:25][CH2:24][C:23]([CH3:27])([CH3:26])[N:22]2[C:28]([O:30][C:31]([CH3:34])([CH3:33])[CH3:32])=[O:29])[C:18](O)=[O:19])=[CH:13][C:12]=1[F:35].Cl.Cl.[CH3:38][C@H:39]1[C:47]2[C:46]([N:48]3[CH2:53][CH2:52][NH:51][CH2:50][CH2:49]3)=[N:45][CH:44]=[N:43][C:42]=2[C@@H:41]([OH:54])[CH2:40]1.CN(C(ON1N=NC2C=CC=NC1=2)=[N+](C)C)C.F[P-](F)(F)(F)(F)F. The catalyst is C(Cl)Cl. The product is [Br:10][C:11]1[CH:16]=[CH:15][C:14]([C@@H:17]([C@H:21]2[N:22]([C:28]([O:30][C:31]([CH3:34])([CH3:32])[CH3:33])=[O:29])[C:23]([CH3:26])([CH3:27])[CH2:24][CH2:25]2)[C:18]([N:51]2[CH2:52][CH2:53][N:48]([C:46]3[C:47]4[C@H:39]([CH3:38])[CH2:40][C@@H:41]([OH:54])[C:42]=4[N:43]=[CH:44][N:45]=3)[CH2:49][CH2:50]2)=[O:19])=[CH:13][C:12]=1[F:35]. The yield is 0.230.